Dataset: Forward reaction prediction with 1.9M reactions from USPTO patents (1976-2016). Task: Predict the product of the given reaction. Given the reactants [I:1][CH2:2][CH2:3][C:4]([OH:6])=[O:5].[N:7]1[C:16]2[C:11](=[CH:12][CH:13]=[CH:14][CH:15]=2)[CH:10]=[CH:9][CH:8]=1, predict the reaction product. The product is: [I-:1].[C:4]([CH2:3][CH2:2][N+:7]1[C:16]2[C:11](=[CH:12][CH:13]=[CH:14][CH:15]=2)[CH:10]=[CH:9][CH:8]=1)([OH:6])=[O:5].